Dataset: Full USPTO retrosynthesis dataset with 1.9M reactions from patents (1976-2016). Task: Predict the reactants needed to synthesize the given product. (1) Given the product [Br:35][CH2:27][C:25]1[CH:24]=[CH:23][C:4]2[S:5][C:6]([C:7]3[CH:12]=[CH:11][C:10]([C:13]4[CH:14]=[CH:15][CH:16]=[CH:17][CH:18]=4)=[C:9]([C:19]([F:22])([F:21])[F:20])[CH:8]=3)=[C:2]([Cl:1])[C:3]=2[CH:26]=1, predict the reactants needed to synthesize it. The reactants are: [Cl:1][C:2]1[C:3]2[CH:26]=[C:25]([CH3:27])[CH:24]=[CH:23][C:4]=2[S:5][C:6]=1[C:7]1[CH:12]=[CH:11][C:10]([C:13]2[CH:18]=[CH:17][CH:16]=[CH:15][CH:14]=2)=[C:9]([C:19]([F:22])([F:21])[F:20])[CH:8]=1.C1C(=O)N([Br:35])C(=O)C1.CC(N=NC(C#N)(C)C)(C#N)C. (2) Given the product [CH2:1]([O:8][C:9]1[CH:10]=[C:11]2[C:16](=[CH:17][CH:18]=1)[C:15](=[O:19])[N:14]([CH2:20][CH:21]([CH3:22])[CH3:23])[C:13]([CH2:24][NH:25][C:59](=[O:60])[O:61][C:62]([CH3:63])([CH3:64])[CH3:65])=[C:12]2[C:36]1[CH:41]=[CH:40][CH:39]=[CH:38][C:37]=1[F:42])[C:2]1[CH:3]=[CH:4][CH:5]=[CH:6][CH:7]=1, predict the reactants needed to synthesize it. The reactants are: [CH2:1]([O:8][C:9]1[CH:10]=[C:11]2[C:16](=[CH:17][CH:18]=1)[C:15](=[O:19])[N:14]([CH2:20][CH:21]([CH3:23])[CH3:22])[C:13]([CH2:24][N:25]1C(=O)C3C(=CC=CC=3)C1=O)=[C:12]2[C:36]1[CH:41]=[CH:40][CH:39]=[CH:38][C:37]=1[F:42])[C:2]1[CH:7]=[CH:6][CH:5]=[CH:4][CH:3]=1.O.NN.C(=O)([O-])O.[Na+].[C:59](O[C:59]([O:61][C:62]([CH3:65])([CH3:64])[CH3:63])=[O:60])([O:61][C:62]([CH3:65])([CH3:64])[CH3:63])=[O:60]. (3) The reactants are: C(OP(C[C:10]1[CH:15]=[CH:14][C:13]([NH:16][C:17]2[N:22]=[C:21]([Cl:23])[C:20]([C:24]([F:27])([F:26])[F:25])=[CH:19][N:18]=2)=[CH:12][CH:11]=1)(=O)OCC)C.ClC1N=C(Cl)C(C(F)(F)F)=CN=1.[CH2:40]([P:43](C1C=CC(N)=CC=1)([CH2:45][CH2:46][CH3:47])=[O:44])[CH2:41][CH3:42]. Given the product [Cl:23][C:21]1[C:20]([C:24]([F:25])([F:26])[F:27])=[CH:19][N:18]=[C:17]([NH:16][C:13]2[CH:12]=[CH:11][C:10]([P:43]([CH2:45][CH2:46][CH3:47])([CH2:40][CH2:41][CH3:42])=[O:44])=[CH:15][CH:14]=2)[N:22]=1, predict the reactants needed to synthesize it. (4) The reactants are: [F:1][C:2]1[CH:3]=[C:4]2[C:9](=[CH:10][CH:11]=1)[N:8]=[C:7]([CH3:12])[CH:6]=[CH:5]2.[NH4+].[NH4+].[O-]S(OOS([O-])(=O)=O)(=O)=O.[OH2:25].S(=O)(=O)(O)O.[CH3:31]O. Given the product [F:1][C:2]1[CH:3]=[C:4]2[C:9](=[CH:10][CH:11]=1)[N:8]=[C:7]([CH3:12])[CH:6]=[C:5]2[CH2:31][OH:25], predict the reactants needed to synthesize it.